From a dataset of NCI-60 drug combinations with 297,098 pairs across 59 cell lines. Regression. Given two drug SMILES strings and cell line genomic features, predict the synergy score measuring deviation from expected non-interaction effect. (1) Drug 1: COC1=C(C=C2C(=C1)N=CN=C2NC3=CC(=C(C=C3)F)Cl)OCCCN4CCOCC4. Drug 2: C1=NC2=C(N1)C(=S)N=C(N2)N. Cell line: A498. Synergy scores: CSS=36.4, Synergy_ZIP=-13.8, Synergy_Bliss=-4.82, Synergy_Loewe=-0.460, Synergy_HSA=1.17. (2) Drug 1: CCCCC(=O)OCC(=O)C1(CC(C2=C(C1)C(=C3C(=C2O)C(=O)C4=C(C3=O)C=CC=C4OC)O)OC5CC(C(C(O5)C)O)NC(=O)C(F)(F)F)O. Drug 2: C1CN1C2=NC(=NC(=N2)N3CC3)N4CC4. Cell line: A549. Synergy scores: CSS=38.7, Synergy_ZIP=-6.75, Synergy_Bliss=-9.02, Synergy_Loewe=-26.1, Synergy_HSA=-13.4. (3) Drug 1: CC(C)CN1C=NC2=C1C3=CC=CC=C3N=C2N. Drug 2: C1C(C(OC1N2C=NC(=NC2=O)N)CO)O. Cell line: IGROV1. Synergy scores: CSS=0.0765, Synergy_ZIP=-1.15, Synergy_Bliss=-3.40, Synergy_Loewe=-2.54, Synergy_HSA=-3.59.